Dataset: Full USPTO retrosynthesis dataset with 1.9M reactions from patents (1976-2016). Task: Predict the reactants needed to synthesize the given product. (1) Given the product [CH3:14][O:13][C:11](=[O:12])[CH2:10][NH:8][C:9]1[N:3]2[CH:4]=[CH:5][N:6]=[CH:7][C:2]2=[N:1][C:15]=1[C:16]1[O:20][CH:19]=[CH:18][CH:17]=1, predict the reactants needed to synthesize it. The reactants are: [NH2:1][C:2]1[CH:7]=[N:6][CH:5]=[CH:4][N:3]=1.[N+:8]([CH2:10][C:11]([O:13][CH3:14])=[O:12])#[C-:9].[CH:15](=O)[C:16]1[O:20][CH:19]=[CH:18][CH:17]=1. (2) Given the product [Br:1][C:2]1[N:3]=[CH:4][C:5]([NH:11][CH3:12])=[C:6]([N+:8]([O-:10])=[O:9])[CH:7]=1, predict the reactants needed to synthesize it. The reactants are: [Br:1][C:2]1[CH:7]=[C:6]([N+:8]([O-:10])=[O:9])[C:5]([NH:11][CH3:12])=[CH:4][N+:3]=1[O-].P(Br)(Br)Br.O.CO. (3) The reactants are: [CH2:1]([O:8][CH2:9][C:10]([OH:12])=O)[C:2]1[CH:7]=[CH:6][CH:5]=[CH:4][CH:3]=1.C1CN([P+](ON2N=NC3C=CC=CC2=3)(N2CCCC2)N2CCCC2)CC1.F[P-](F)(F)(F)(F)F.[NH2:46][C:47]1[S:48][C:49]2[CH:55]=[CH:54][CH:53]=[CH:52][C:50]=2[N:51]=1. Given the product [S:48]1[C:49]2[CH:55]=[CH:54][CH:53]=[CH:52][C:50]=2[N:51]=[C:47]1[NH:46][C:10](=[O:12])[CH2:9][O:8][CH2:1][C:2]1[CH:3]=[CH:4][CH:5]=[CH:6][CH:7]=1, predict the reactants needed to synthesize it. (4) Given the product [OH:25][C:19]([C:21]([F:24])([F:23])[F:22])=[O:20].[N+:1]([C:4]1[CH:5]=[N:6][N:7]([CH2:9][CH2:10][NH2:11])[CH:8]=1)([O-:3])=[O:2], predict the reactants needed to synthesize it. The reactants are: [N+:1]([C:4]1[CH:5]=[N:6][N:7]([CH2:9][CH2:10][NH:11]C(=O)OC(C)(C)C)[CH:8]=1)([O-:3])=[O:2].[C:19]([OH:25])([C:21]([F:24])([F:23])[F:22])=[O:20]. (5) Given the product [CH3:12][O:11][C:4]1[CH:3]=[C:2]([N:18]2[CH2:17][CH2:16][N:15]3[CH2:19][CH2:20][CH2:21][CH:14]3[CH2:13]2)[CH:7]=[CH:6][C:5]=1[N+:8]([O-:10])=[O:9], predict the reactants needed to synthesize it. The reactants are: F[C:2]1[CH:7]=[CH:6][C:5]([N+:8]([O-:10])=[O:9])=[C:4]([O:11][CH3:12])[CH:3]=1.[CH2:13]1[NH:18][CH2:17][CH2:16][N:15]2[CH2:19][CH2:20][CH2:21][CH:14]12.C(=O)([O-])[O-].[K+].[K+].O. (6) The reactants are: [CH:1]1([C:4]2[O:5][C:6]([CH3:11])=[C:7]([CH3:10])[N+:8]=2[O-])[CH2:3][CH2:2]1.O=P(Cl)(Cl)[Cl:14].[CH2:17]([Cl:19])[Cl:18]. Given the product [Cl:14][CH:1]([C:4]1[O:5][C:6]([CH3:11])=[C:7]([CH3:10])[N:8]=1)[CH2:2][CH2:17][Cl:19].[Cl:18][CH2:10][C:7]1[N:8]=[C:4]([CH:1]2[CH2:3][CH2:2]2)[O:5][C:6]=1[CH3:11], predict the reactants needed to synthesize it. (7) Given the product [Br:17][C:18]1[CH:23]=[CH:22][C:21]([N:6]2[CH2:7][C:4]3([S:1](=[O:9])(=[O:8])[CH2:2][CH2:3]3)[CH2:5]2)=[CH:20][C:19]=1[CH3:25], predict the reactants needed to synthesize it. The reactants are: [S:1]1(=[O:9])(=[O:8])[C:4]2([CH2:7][NH:6][CH2:5]2)[CH2:3][CH2:2]1.C(O)(C(F)(F)F)=O.[Br:17][C:18]1[CH:23]=[CH:22][C:21](I)=[CH:20][C:19]=1[CH3:25].C1CCC(P(C2C(C3C=CC=CC=3)=CC=CC=2)C2CCCCC2)CC1.C(O[Na])(C)(C)C. (8) The reactants are: C([N:4]1[C:12]2[C:7](=[CH:8][C:9]([C:13](Cl)=[O:14])=[CH:10][CH:11]=2)[C:6]([C:16]2[CH:21]=[CH:20][C:19]([F:22])=[CH:18][CH:17]=2)=[N:5]1)(=O)C.[OH-].[NH4+:24].O. Given the product [F:22][C:19]1[CH:20]=[CH:21][C:16]([C:6]2[C:7]3[C:12](=[CH:11][CH:10]=[C:9]([C:13]([NH2:24])=[O:14])[CH:8]=3)[NH:4][N:5]=2)=[CH:17][CH:18]=1, predict the reactants needed to synthesize it. (9) Given the product [Cl:12][C:4]1[C:5]([C:6]([O:8][CH3:9])=[O:7])=[CH:10][CH:11]=[C:2]2[C:3]=1[CH:13]=[CH:14][NH:1]2, predict the reactants needed to synthesize it. The reactants are: [NH2:1][C:2]1[CH:11]=[CH:10][C:5]([C:6]([O:8][CH3:9])=[O:7])=[C:4]([Cl:12])[C:3]=1[C:13]#[CH:14].FC1C=CC(P(C2C=CC(F)=CC=2)C2C=CC(F)=CC=2)=CC=1.